From a dataset of Forward reaction prediction with 1.9M reactions from USPTO patents (1976-2016). Predict the product of the given reaction. (1) The product is: [CH2:13]([O:15][C:16](=[O:36])[CH:17]=[C:18]([C:2]1[CH:10]=[CH:9][C:8]([O:11][CH3:12])=[C:7]2[C:3]=1[CH:4]=[N:5][NH:6]2)[C:19]1[CH:24]=[CH:23][CH:22]=[CH:21][CH:20]=1)[CH3:14]. Given the reactants Br[C:2]1[CH:10]=[CH:9][C:8]([O:11][CH3:12])=[C:7]2[C:3]=1[CH:4]=[N:5][NH:6]2.[CH2:13]([O:15][C:16](=[O:36])[CH:17]=[C:18](C1C=CC=C2C=1C(C#N)=CN2)[C:19]1[CH:24]=[CH:23][CH:22]=[CH:21][CH:20]=1)[CH3:14], predict the reaction product. (2) Given the reactants [NH:1]1[C:10]2[C:5](=[CH:6][CH:7]=[CH:8][CH:9]=2)[CH2:4][CH2:3][C:2]1=[O:11].[Br:12]N1C(=O)CCC1=O, predict the reaction product. The product is: [Br:12][C:7]1[CH:6]=[C:5]2[C:10](=[CH:9][CH:8]=1)[NH:1][C:2](=[O:11])[CH2:3][CH2:4]2. (3) Given the reactants [NH2:1][C:2]1[N:3]=[C:4](S(C)(=O)=O)[C:5]2[N:10]=[C:9]([CH2:11][CH2:12][C:13]3[CH:18]=[CH:17][C:16]([F:19])=[CH:15][CH:14]=3)[S:8][C:6]=2[N:7]=1.C(=O)([O-])[O-].[K+].[K+].Cl.[NH2:31][CH:32]1[CH2:37][CH2:36][CH2:35][N:34]([C:38]([O:40][CH2:41][C:42]2[CH:47]=[CH:46][CH:45]=[CH:44][CH:43]=2)=[O:39])[CH2:33]1, predict the reaction product. The product is: [NH2:1][C:2]1[N:3]=[C:4]([NH:31][CH:32]2[CH2:37][CH2:36][CH2:35][N:34]([C:38]([O:40][CH2:41][C:42]3[CH:47]=[CH:46][CH:45]=[CH:44][CH:43]=3)=[O:39])[CH2:33]2)[C:5]2[N:10]=[C:9]([CH2:11][CH2:12][C:13]3[CH:18]=[CH:17][C:16]([F:19])=[CH:15][CH:14]=3)[S:8][C:6]=2[N:7]=1. (4) Given the reactants C([O-])([O-])=O.[Cs+].[Cs+].[CH3:7][O:8][C:9]1[CH:14]=[C:13]([CH3:15])[CH:12]=[CH:11][C:10]=1B(O)O.Cl[C:20]1[C:29]2[C:24](=[CH:25][C:26]([S:30]([N:33](CC3C=CC(OC)=CC=3)[C:34]3[S:35][CH:36]=[CH:37][N:38]=3)(=[O:32])=[O:31])=[CH:27][CH:28]=2)[CH:23]=[CH:22][N:21]=1, predict the reaction product. The product is: [CH3:7][O:8][C:9]1[CH:14]=[C:13]([CH3:15])[CH:12]=[CH:11][C:10]=1[C:20]1[C:29]2[C:24](=[CH:25][C:26]([S:30]([NH:33][C:34]3[S:35][CH:36]=[CH:37][N:38]=3)(=[O:32])=[O:31])=[CH:27][CH:28]=2)[CH:23]=[CH:22][N:21]=1. (5) Given the reactants Br[C:2]1[N:3]([CH:25]2[CH2:30][CH2:29][CH2:28][CH2:27][O:26]2)[C:4]2[C:9]([N:10]=1)=[C:8]([N:11]1[CH2:16][CH2:15][O:14][CH2:13][C@H:12]1[CH3:17])[N:7]=[C:6]([N:18]1[CH2:23][CH2:22][O:21][CH2:20][C@H:19]1[CH3:24])[N:5]=2.C([Sn](CCCC)(CCCC)[C:36]1[CH:41]=[CH:40][CH:39]=[CH:38][N:37]=1)CCC, predict the reaction product. The product is: [CH3:24][C@@H:19]1[CH2:20][O:21][CH2:22][CH2:23][N:18]1[C:6]1[N:5]=[C:4]2[C:9]([N:10]=[C:2]([C:36]3[CH:41]=[CH:40][CH:39]=[CH:38][N:37]=3)[N:3]2[CH:25]2[CH2:30][CH2:29][CH2:28][CH2:27][O:26]2)=[C:8]([N:11]2[CH2:16][CH2:15][O:14][CH2:13][C@H:12]2[CH3:17])[N:7]=1. (6) Given the reactants [CH3:1][C:2]1[CH:7]=[C:6]([CH3:8])[CH:5]=[C:4]([CH3:9])[C:3]=1[NH:10][C:11]([NH:13][C:14]1[C:15]([C:24]([NH:26][C:27]2([C:38]([O:40]C)=[O:39])[CH2:32][CH2:31][N:30]([C:33]([O:35][CH2:36][CH3:37])=[O:34])[CH2:29][CH2:28]2)=[O:25])=[CH:16][C:17]2[C:22]([CH:23]=1)=[CH:21][CH:20]=[CH:19][CH:18]=2)=[O:12].Cl, predict the reaction product. The product is: [CH2:36]([O:35][C:33]([N:30]1[CH2:29][CH2:28][C:27]([NH:26][C:24]([C:15]2[C:14]([NH:13][C:11]([NH:10][C:3]3[C:2]([CH3:1])=[CH:7][C:6]([CH3:8])=[CH:5][C:4]=3[CH3:9])=[O:12])=[CH:23][C:22]3[C:17](=[CH:18][CH:19]=[CH:20][CH:21]=3)[CH:16]=2)=[O:25])([C:38]([OH:40])=[O:39])[CH2:32][CH2:31]1)=[O:34])[CH3:37]. (7) Given the reactants C(Cl)(=O)C(Cl)=O.CS(C)=O.[O:11]1[CH2:16][CH2:15][CH2:14][CH2:13][CH:12]1[O:17][CH2:18][CH:19]1[CH2:24][CH2:23][CH:22]([CH2:25][OH:26])[CH2:21][CH2:20]1.C(N(CC)CC)C, predict the reaction product. The product is: [O:11]1[CH2:16][CH2:15][CH2:14][CH2:13][CH:12]1[O:17][CH2:18][CH:19]1[CH2:24][CH2:23][CH:22]([CH:25]=[O:26])[CH2:21][CH2:20]1.